Dataset: Full USPTO retrosynthesis dataset with 1.9M reactions from patents (1976-2016). Task: Predict the reactants needed to synthesize the given product. (1) Given the product [CH3:22][S:23]([O:1][CH2:2][CH2:3][CH2:4][CH2:5][CH2:6][CH2:7][NH:8][C:9]([O:11][CH2:12][CH:13]=[CH2:14])=[O:10])(=[O:25])=[O:24], predict the reactants needed to synthesize it. The reactants are: [OH:1][CH2:2][CH2:3][CH2:4][CH2:5][CH2:6][CH2:7][NH:8][C:9]([O:11][CH2:12][CH:13]=[CH2:14])=[O:10].CCN(CC)CC.[CH3:22][S:23](Cl)(=[O:25])=[O:24].[NH4+].[Cl-]. (2) Given the product [Br:25][C:26]1[CH:31]=[CH:30][CH:29]=[CH:28][C:27]=1[CH2:32][CH2:20][Br:24], predict the reactants needed to synthesize it. The reactants are: C1(P(C2C=CC=CC=2)C2C=CC=CC=2)C=CC=CC=1.[C:20]([Br:24])(Br)(Br)Br.[Br:25][C:26]1[CH:31]=[CH:30][CH:29]=[CH:28][C:27]=1[CH2:32]CO.C(=O)([O-])[O-].[Na+].[Na+]. (3) Given the product [C:1]([O:5][C:6]([N:8]1[CH2:13][CH2:12][N:11]([C:14]2[N:15]=[CH:16][C:17]([C:20]3[CH:25]=[N:34][CH:23]=[CH:22][CH:21]=3)=[CH:18][N:19]=2)[CH2:10][CH2:9]1)=[O:7])([CH3:4])([CH3:3])[CH3:2], predict the reactants needed to synthesize it. The reactants are: [C:1]([O:5][C:6]([N:8]1[CH2:13][CH2:12][N:11]([C:14]2[N:19]=[CH:18][C:17]([C:20]3[CH:25]=C[C:23](F)=[CH:22][CH:21]=3)=[CH:16][N:15]=2)[CH2:10][CH2:9]1)=[O:7])([CH3:4])([CH3:3])[CH3:2].C(OC([N:34]1CCN(C2N=CC(Br)=CN=2)CC1)=O)(C)(C)C.B1(C2C=CC=NC=2)OCCCO1.